Dataset: Full USPTO retrosynthesis dataset with 1.9M reactions from patents (1976-2016). Task: Predict the reactants needed to synthesize the given product. (1) Given the product [CH3:37][P:38]([CH2:3][CH2:2][CH2:1][NH:4][C:5](=[O:36])[NH:6][C:7]1[N:12]=[CH:11][C:10]([O:13][C:14]2[CH:15]=[C:16]([NH:20][C:21]([N:23]3[CH2:27][CH2:26][N:25]([C:28]4[CH:29]=[CH:30][C:31]([F:34])=[CH:32][CH:33]=4)[C:24]3=[O:35])=[O:22])[CH:17]=[CH:18][CH:19]=2)=[CH:9][CH:8]=1)([CH3:39])=[O:40], predict the reactants needed to synthesize it. The reactants are: [CH2:1]([NH:4][C:5](=[O:36])[NH:6][C:7]1[N:12]=[CH:11][C:10]([O:13][C:14]2[CH:15]=[C:16]([NH:20][C:21]([N:23]3[CH2:27][CH2:26][N:25]([C:28]4[CH:33]=[CH:32][C:31]([F:34])=[CH:30][CH:29]=4)[C:24]3=[O:35])=[O:22])[CH:17]=[CH:18][CH:19]=2)=[CH:9][CH:8]=1)[CH:2]=[CH2:3].[CH3:37][PH:38](=[O:40])[CH3:39].CC(N=NC(C#N)(C)C)(C#N)C. (2) Given the product [NH2:1][C:2]1[CH:3]=[C:4]([OH:11])[C:5](=[CH:9][CH:10]=1)[C:6]([O:8][CH3:19])=[O:7], predict the reactants needed to synthesize it. The reactants are: [NH2:1][C:2]1[CH:3]=[C:4]([OH:11])[C:5](=[CH:9][CH:10]=1)[C:6]([OH:8])=[O:7].S(=O)(=O)(O)O.[OH-].[NH4+].[CH3:19]O. (3) Given the product [CH:15]1([CH2:18][NH:14][CH2:13][CH2:12][CH2:11][N:8]2[CH2:7][CH2:6][N:5]([CH2:4][CH2:3][CH2:2][NH:1][CH2:18][CH:15]3[CH2:17][CH2:16]3)[CH2:10][CH2:9]2)[CH2:17][CH2:16]1, predict the reactants needed to synthesize it. The reactants are: [NH2:1][CH2:2][CH2:3][CH2:4][N:5]1[CH2:10][CH2:9][N:8]([CH2:11][CH2:12][CH2:13][NH2:14])[CH2:7][CH2:6]1.[CH:15]1([CH:18]=O)[CH2:17][CH2:16]1.[BH4-].[Na+].O. (4) The reactants are: ClC[CH2:3][C:4]([OH:6])=O.[ClH:7].[CH3:8][O:9][C:10](=[O:19])[C@@H:11]([CH3:18])[NH:12][C:13](=[O:17])[C@@H:14]([CH3:16])[NH2:15].CN(C(ON1N=NC2C=CC=NC1=2)=[N+](C)C)C.F[P-](F)(F)(F)(F)F.CN1CCOCC1. Given the product [Cl:7][CH2:3][C:4]([NH:15][C@@H:14]([C:13]([NH:12][C@@H:11]([C:10]([O:9][CH3:8])=[O:19])[CH3:18])=[O:17])[CH3:16])=[O:6], predict the reactants needed to synthesize it.